This data is from Forward reaction prediction with 1.9M reactions from USPTO patents (1976-2016). The task is: Predict the product of the given reaction. (1) Given the reactants Br[C:2]1[CH:11]=[C:10]2[C:5]([C:6](Cl)=[C:7]([CH2:12][CH2:13]Cl)[N:8]=[N:9]2)=[CH:4][CH:3]=1.[CH3:16][C:17]1[C:22](B2OC(C)(C)C(C)(C)O2)=[CH:21][CH:20]=[C:19]([CH3:32])[N:18]=1.C([O-])([O-])=O.[Na+].[Na+].C([C@@H]([C@H](C(O)=O)O)O)(O)=O.[CH3:49][C@@H:50]1[CH2:54][CH2:53][CH2:52][NH:51]1.[OH-].[Na+].[Cl-].[Na+].O, predict the reaction product. The product is: [CH3:32][C:19]1[C:20]([C:2]2[CH:11]=[C:10]3[C:5]([CH:6]=[C:7]([CH2:12][CH2:13][N:51]4[CH2:52][CH2:53][CH2:54][C@H:50]4[CH3:49])[N:8]=[N:9]3)=[CH:4][CH:3]=2)=[CH:21][CH:22]=[C:17]([CH3:16])[N:18]=1. (2) Given the reactants [CH3:1][CH:2]1[CH2:7][CH2:6][C:5](=O)[CH:4]([CH2:9][C:10](=O)[C:11]2[CH:16]=[CH:15][CH:14]=[CH:13][N:12]=2)[CH2:3]1.[NH2:18][C:19]1[CH:27]=[CH:26][C:22]([C:23]([OH:25])=[O:24])=[CH:21][CH:20]=1, predict the reaction product. The product is: [CH3:1][CH:2]1[CH2:7][CH2:6][C:5]2[N:18]([C:19]3[CH:27]=[CH:26][C:22]([C:23]([OH:25])=[O:24])=[CH:21][CH:20]=3)[C:10]([C:11]3[CH:16]=[CH:15][CH:14]=[CH:13][N:12]=3)=[CH:9][C:4]=2[CH2:3]1. (3) Given the reactants C([O:5][C:6](=[O:40])[C@@H:7]([NH:13][C:14](=[O:39])[CH2:15][CH2:16][CH2:17][CH2:18][CH2:19][CH2:20][CH2:21][CH2:22][CH2:23][CH2:24][CH2:25][C:26]1[CH:31]=[CH:30][C:29]([C:32]([O:34][C:35]([CH3:38])([CH3:37])[CH3:36])=[O:33])=[CH:28][CH:27]=1)[CH2:8][CH2:9][C:10]([OH:12])=[O:11])(C)(C)C.CCN([CH:47]([CH3:49])[CH3:48])C(C)C.CN(C(O[N:58]1[C:63](=[O:64])[CH2:62][CH2:61][C:59]1=[O:60])=[N+](C)C)C.F[P-](F)(F)(F)(F)F.[CH2:72]1COCC1, predict the reaction product. The product is: [O:60]=[C:59]1[CH2:61][CH2:62][C:63](=[O:64])[N:58]1[O:5][C:6](=[O:40])[C@@H:7]([NH:13][C:14](=[O:39])[CH2:15][CH2:16][CH2:17][CH2:18][CH2:19][CH2:20][CH2:21][CH2:22][CH2:23][CH2:24][CH2:25][C:26]1[CH:27]=[CH:28][C:29]([C:32]([O:34][C:35]([CH3:38])([CH3:37])[CH3:36])=[O:33])=[CH:30][CH:31]=1)[CH2:8][CH2:9][C:10]([O:12][C:47]([CH3:49])([CH3:72])[CH3:48])=[O:11]. (4) Given the reactants C[O:2][C:3](=O)[C:4]1[CH:9]=[CH:8][CH:7]=[CH:6][C:5]=1[C:10]([C:18]#[N:19])=[CH:11][C:12]1[CH:17]=[CH:16][N:15]=[CH:14][CH:13]=1.O, predict the reaction product. The product is: [N:15]1[CH:16]=[CH:17][C:12]([CH2:11][C:10]2[C:5]3[C:4](=[CH:9][CH:8]=[CH:7][CH:6]=3)[C:3](=[O:2])[NH:19][CH:18]=2)=[CH:13][CH:14]=1. (5) Given the reactants [C:1]12([CH2:11][C:12]([NH:14][C:15]3[C:24]([CH3:25])=[CH:23][CH:22]=[C:21]4[C:16]=3[CH:17]=[CH:18][C:19]([N:26]3[CH2:31][CH2:30][NH:29][CH2:28][CH2:27]3)=[N:20]4)=[O:13])[CH2:10][CH:5]3[CH2:6][CH:7]([CH2:9][CH:3]([CH2:4]3)[CH2:2]1)[CH2:8]2.[Si]([O:39][CH2:40][CH:41]=O)(C(C)(C)C)(C)C.C(O[BH-](OC(=O)C)OC(=O)C)(=O)C.[Na+].C(=O)(O)[O-].[Na+].[Cl:62]CCl, predict the reaction product. The product is: [ClH:62].[ClH:62].[C:1]12([CH2:11][C:12]([NH:14][C:15]3[C:24]([CH3:25])=[CH:23][CH:22]=[C:21]4[C:16]=3[CH:17]=[CH:18][C:19]([N:26]3[CH2:27][CH2:28][N:29]([CH2:41][CH2:40][OH:39])[CH2:30][CH2:31]3)=[N:20]4)=[O:13])[CH2:2][CH:3]3[CH2:4][CH:5]([CH2:6][CH:7]([CH2:9]3)[CH2:8]1)[CH2:10]2. (6) The product is: [N:31]1([C:26]([N:17]2[CH2:16][CH2:15][C:12]3([C:11](=[O:20])[N:10]([C:7]4[CH:8]=[CH:9][C:4]([O:3][C:2]([F:1])([F:21])[F:22])=[CH:5][CH:6]=4)[CH2:14][CH2:13]3)[CH2:19][CH2:18]2)=[O:25])[C:40]2[C:35](=[CH:36][CH:37]=[CH:38][CH:39]=2)[CH2:34][CH2:33][CH2:32]1. Given the reactants [F:1][C:2]([F:22])([F:21])[O:3][C:4]1[CH:9]=[CH:8][C:7]([N:10]2[CH2:14][CH2:13][C:12]3([CH2:19][CH2:18][NH:17][CH2:16][CH2:15]3)[C:11]2=[O:20])=[CH:6][CH:5]=1.O=C(Cl)[O:25][C:26](Cl)(Cl)Cl.[NH:31]1[C:40]2[C:35](=[CH:36][CH:37]=[CH:38][CH:39]=2)[CH2:34][CH2:33][CH2:32]1, predict the reaction product.